From a dataset of Catalyst prediction with 721,799 reactions and 888 catalyst types from USPTO. Predict which catalyst facilitates the given reaction. Reactant: [C:1]([O:5][C:6]([N:8]([C:13]1[CH:14]=[C:15]([CH:20]=[CH:21][C:22]=1[O:23][CH3:24])[C:16]([O:18]C)=[O:17])[S:9]([CH3:12])(=[O:11])=[O:10])=[O:7])([CH3:4])([CH3:3])[CH3:2].[Li+].[OH-]. Product: [C:1]([O:5][C:6]([N:8]([C:13]1[CH:14]=[C:15]([CH:20]=[CH:21][C:22]=1[O:23][CH3:24])[C:16]([OH:18])=[O:17])[S:9]([CH3:12])(=[O:11])=[O:10])=[O:7])([CH3:4])([CH3:3])[CH3:2]. The catalyst class is: 1.